The task is: Predict the reactants needed to synthesize the given product.. This data is from Full USPTO retrosynthesis dataset with 1.9M reactions from patents (1976-2016). (1) The reactants are: [CH:1]1([C:4]2[CH:5]=[CH:6][C:7]([C:15]([OH:17])=O)=[N:8][C:9]=2[O:10][CH2:11][CH:12]2[CH2:14][CH2:13]2)[CH2:3][CH2:2]1.Cl.[NH2:19][CH:20]([CH:25]1[CH2:30][CH2:29][CH2:28][CH2:27][CH2:26]1)[CH2:21][C:22]([NH2:24])=[O:23]. Given the product [C:22]([CH2:21][CH:20]([NH:19][C:15]([C:7]1[CH:6]=[CH:5][C:4]([CH:1]2[CH2:2][CH2:3]2)=[C:9]([O:10][CH2:11][CH:12]2[CH2:13][CH2:14]2)[N:8]=1)=[O:17])[CH:25]1[CH2:30][CH2:29][CH2:28][CH2:27][CH2:26]1)(=[O:23])[NH2:24], predict the reactants needed to synthesize it. (2) Given the product [Cl:2][C:3]1[CH:4]=[C:5]2[C:9](=[CH:10][CH:11]=1)[NH:8][CH:7]=[C:6]2[CH2:12][CH2:13][NH:14][C:48]([C:24]1[CH:25]=[C:26]([CH:27]2[CH2:28][CH2:41][CH2:39][CH2:40]2)[O:22][N:23]=1)=[O:50], predict the reactants needed to synthesize it. The reactants are: Cl.[Cl:2][C:3]1[CH:4]=[C:5]2[C:9](=[CH:10][CH:11]=1)[NH:8][CH:7]=[C:6]2[CH2:12][CH2:13][NH2:14].CN(C([O:22][N:23]1N=N[C:25]2[CH:26]=[CH:27][CH:28]=N[C:24]1=2)=[N+](C)C)C.F[P-](F)(F)(F)(F)F.[CH:39](N(CC)C(C)C)([CH3:41])[CH3:40].[C:48](OCC)(=[O:50])C.